Dataset: hERG potassium channel inhibition data for cardiac toxicity prediction from Karim et al.. Task: Regression/Classification. Given a drug SMILES string, predict its toxicity properties. Task type varies by dataset: regression for continuous values (e.g., LD50, hERG inhibition percentage) or binary classification for toxic/non-toxic outcomes (e.g., AMES mutagenicity, cardiotoxicity, hepatotoxicity). Dataset: herg_karim. The compound is Cc1ncoc1-c1nnc(SCCCN2[C@H]3CC[C@@H]2C[C@H](c2ccc(C(F)(F)F)cc2)C3)n1C. The result is 1 (blocker).